Dataset: Reaction yield outcomes from USPTO patents with 853,638 reactions. Task: Predict the reaction yield, written as a fraction of the theoretical maximum amount of product (1.0 means a 100% yield; for example, 0.34 means a 34% yield). The reactants are [CH2:1]([NH:5][C:6]1[N:11]=[C:10]([NH:12][CH:13]2[CH2:18][CH2:17][CH:16]([OH:19])[CH2:15][CH2:14]2)[C:9]([C:20]2[N:25]=[CH:24][C:23]([CH2:26][CH:27]3[CH2:31][C:30](=O)[NH:29][C:28]3=O)=[CH:22][CH:21]=2)=[CH:8][N:7]=1)[CH2:2][CH2:3][CH3:4].[H-].[H-].[H-].[H-].[Li+].[Al+3]. The catalyst is C1COCC1. The product is [CH2:1]([NH:5][C:6]1[N:11]=[C:10]([NH:12][C@H:13]2[CH2:14][CH2:15][C@H:16]([OH:19])[CH2:17][CH2:18]2)[C:9]([C:20]2[CH:21]=[CH:22][C:23]([CH2:26][CH:27]3[CH2:31][CH2:30][NH:29][CH2:28]3)=[CH:24][N:25]=2)=[CH:8][N:7]=1)[CH2:2][CH2:3][CH3:4]. The yield is 0.0500.